From a dataset of Catalyst prediction with 721,799 reactions and 888 catalyst types from USPTO. Predict which catalyst facilitates the given reaction. (1) Product: [N:53]1([CH2:54][C:4]2[CH:5]=[C:6]3[C:10](=[CH:11][CH:12]=2)[NH:9][CH:8]=[C:7]3[CH2:13][CH2:14][N:15]2[CH2:20][CH2:19][N:18]([C:21]3[C:26]4[CH:27]=[CH:28][NH:29][C:25]=4[CH:24]=[CH:23][N:22]=3)[CH2:17][CH2:16]2)[CH:52]=[CH:51][N:50]=[CH:49]1. The catalyst class is: 10. Reactant: BrCC[C:4]1[CH:5]=[C:6]2[C:10](=[CH:11][CH:12]=1)[NH:9][CH:8]=[C:7]2[CH2:13][CH2:14][N:15]1[CH2:20][CH2:19][N:18]([C:21]2[C:26]3[CH:27]=[CH:28][NH:29][C:25]=3[CH:24]=[CH:23][N:22]=2)[CH2:17][CH2:16]1.C([C:49]1[NH:50][CH:51]=[CH:52][N:53]=1)(C1C=CC=CC=1)(C1C=CC=CC=1)C1C=CC=CC=1.[CH3:54]O. (2) Reactant: C(OCC)C.O[CH:7]([CH2:15][C:16]([CH2:19][Si](C)(C)C)=[C:17]=[CH2:18])[CH2:8][CH:9]1[CH2:13][CH2:12][CH2:11][C:10]1=[O:14].[Si](OS(C(F)(F)F)(=O)=O)(C)(C)C.O. Product: [CH2:19]=[C:16]1[C:17](=[CH2:18])[C:10]23[O:14][CH:7]([CH2:8][CH:9]2[CH2:13][CH2:12][CH2:11]3)[CH2:15]1. The catalyst class is: 25. (3) Reactant: [CH3:1][C:2]1[N:3]=[C:4]([C:9]2[CH:10]=[C:11]([CH3:15])[CH:12]=[CH:13][CH:14]=2)[O:5][C:6]=1[CH2:7][OH:8].C(N(CC)CC)C.[CH3:23][S:24](Cl)(=[O:26])=[O:25]. Product: [CH3:15][C:11]1[CH:10]=[C:9]([C:4]2[O:5][C:6]([CH2:7][O:8][S:24]([CH3:23])(=[O:26])=[O:25])=[C:2]([CH3:1])[N:3]=2)[CH:14]=[CH:13][CH:12]=1. The catalyst class is: 154.